From a dataset of Forward reaction prediction with 1.9M reactions from USPTO patents (1976-2016). Predict the product of the given reaction. (1) Given the reactants [Cl:1][C:2]1[CH:7]=[C:6]([CH3:8])[C:5]([N+:9]([O-:11])=[O:10])=[CH:4][N:3]=1.[C:12](OCC)(=[O:18])[C:13]([O:15][CH2:16][CH3:17])=[O:14].N12CCCN=C1CCCCC2, predict the reaction product. The product is: [CH2:16]([O:15][C:13](=[O:14])[C:12](=[O:18])[CH2:8][C:6]1[C:5]([N+:9]([O-:11])=[O:10])=[CH:4][N:3]=[C:2]([Cl:1])[CH:7]=1)[CH3:17]. (2) Given the reactants [Cl:1][C:2]1[C:8]([F:9])=[CH:7][C:5]([NH2:6])=[C:4]([F:10])[CH:3]=1.[Br:11]N1C(=O)CCC1=O, predict the reaction product. The product is: [Br:11][C:7]1[C:8]([F:9])=[C:2]([Cl:1])[CH:3]=[C:4]([F:10])[C:5]=1[NH2:6]. (3) Given the reactants [CH3:1][C:2]1[O:3][C:4]2[C:10]([CH:11]=[O:12])=[CH:9][C:8]([C:13]#[C:14][CH3:15])=[CH:7][C:5]=2[CH:6]=1.[H-].[H-].[H-].[H-].[Li+].[Al+3], predict the reaction product. The product is: [CH3:1][C:2]1[O:3][C:4]2[C:10]([CH2:11][OH:12])=[CH:9][C:8]([C:13]#[C:14][CH3:15])=[CH:7][C:5]=2[CH:6]=1. (4) Given the reactants [C:1]1([C:7](=[O:15])[CH2:8][C@@H:9]2[CH2:14][CH2:13][CH2:12][NH:11][CH2:10]2)[CH:6]=[CH:5][CH:4]=[CH:3][CH:2]=1.[Cl:16][C:17]1[CH:22]=[CH:21][C:20]([C:23]2([C:27](O)=O)[CH2:26][CH2:25][CH2:24]2)=[CH:19][CH:18]=1.CN([P+](Br)(N(C)C)N(C)C)C.F[P-](F)(F)(F)(F)F.C(N(C(C)C)CC)(C)C.[H-].[Al+3].[Li+].[H-].[H-].[H-], predict the reaction product. The product is: [Cl:16][C:17]1[CH:22]=[CH:21][C:20]([C:23]2([CH2:27][N:11]3[CH2:12][CH2:13][CH2:14][CH:9]([CH2:8][C@@H:7]([C:1]4[CH:2]=[CH:3][CH:4]=[CH:5][CH:6]=4)[OH:15])[CH2:10]3)[CH2:26][CH2:25][CH2:24]2)=[CH:19][CH:18]=1. (5) Given the reactants [CH:1]([C:4]1[CH:9]=[CH:8][C:7]([S:10]([CH2:13][C:14]2[CH:19]=[CH:18][C:17]([CH2:20][C:21]([NH2:23])=O)=[CH:16][CH:15]=2)(=[O:12])=[O:11])=[CH:6][CH:5]=1)([CH3:3])[CH3:2].B.CSC.[ClH:28], predict the reaction product. The product is: [CH:1]([C:4]1[CH:5]=[CH:6][C:7]([S:10]([CH2:13][C:14]2[CH:15]=[CH:16][C:17]([CH2:20][CH2:21][NH2:23])=[CH:18][CH:19]=2)(=[O:12])=[O:11])=[CH:8][CH:9]=1)([CH3:3])[CH3:2].[ClH:28]. (6) Given the reactants S(Cl)(Cl)(=O)=O.[N+:6]([C:9]1[CH:14]=[CH:13][CH:12]=[CH:11][C:10]=1[CH2:15][C:16]([OH:18])=[O:17])([O-:8])=[O:7].[CH3:19]COC(C)=O, predict the reaction product. The product is: [N+:6]([C:9]1[CH:14]=[CH:13][CH:12]=[CH:11][C:10]=1[CH2:15][C:16]([O:18][CH3:19])=[O:17])([O-:8])=[O:7]. (7) Given the reactants [F:1][C:2]([F:7])([F:6])[C:3]([OH:5])=[O:4].[F:8][C:9]([F:14])([F:13])[C:10]([OH:12])=[O:11].[F:15][C:16]([F:21])([F:20])[C:17]([OH:19])=[O:18].[CH3:22][C:23]1[CH:32]=[C:31]([CH2:33][O:34][C:35]2[CH:59]=[CH:58][C:38]([C:39]([NH:41][CH2:42][C:43]3([N:52]4[CH2:57][CH2:56][NH:55][CH2:54][CH2:53]4)[C:48](=[O:49])[NH:47][C:46](=[O:50])[NH:45][C:44]3=[O:51])=[O:40])=[CH:37][CH:36]=2)[C:30]2[C:25](=[CH:26][CH:27]=[CH:28][CH:29]=2)[N:24]=1.[CH:60](=O)[C:61]1[CH:66]=[CH:65][CH:64]=[CH:63][CH:62]=1, predict the reaction product. The product is: [F:1][C:2]([F:7])([F:6])[C:3]([OH:5])=[O:4].[F:8][C:9]([F:14])([F:13])[C:10]([OH:12])=[O:11].[F:15][C:16]([F:21])([F:20])[C:17]([OH:19])=[O:18].[CH2:60]([N:55]1[CH2:54][CH2:53][N:52]([C:43]2([CH2:42][NH:41][C:39](=[O:40])[C:38]3[CH:37]=[CH:36][C:35]([O:34][CH2:33][C:31]4[C:30]5[C:25](=[CH:26][CH:27]=[CH:28][CH:29]=5)[N:24]=[C:23]([CH3:22])[CH:32]=4)=[CH:59][CH:58]=3)[C:44](=[O:51])[NH:45][C:46](=[O:50])[NH:47][C:48]2=[O:49])[CH2:57][CH2:56]1)[C:61]1[CH:66]=[CH:65][CH:64]=[CH:63][CH:62]=1. (8) Given the reactants IC.[Br:3][C:4]1[C:5]([Cl:23])=[C:6]([N:10]2[C:19](=[O:20])[C:18]3[C:13](=[C:14]([F:21])[CH:15]=[CH:16][CH:17]=3)[NH:12][C:11]2=[O:22])[CH:7]=[CH:8][CH:9]=1.[CH3:24]N(C=O)C.C([O-])([O-])=O.[Cs+].[Cs+], predict the reaction product. The product is: [Br:3][C:4]1[C:5]([Cl:23])=[C:6]([N:10]2[C:19](=[O:20])[C:18]3[C:13](=[C:14]([F:21])[CH:15]=[CH:16][CH:17]=3)[N:12]([CH3:24])[C:11]2=[O:22])[CH:7]=[CH:8][CH:9]=1. (9) Given the reactants [F:1][C:2]([F:13])([F:12])[C:3]1[CH:8]=[CH:7][C:6](B(O)O)=[CH:5][CH:4]=1.Br[C:15]1[CH:16]=[C:17]([CH:21]=[CH:22][CH:23]=1)[C:18]([OH:20])=[O:19].C([O-])([O-])=O.[Na+].[Na+], predict the reaction product. The product is: [F:1][C:2]([F:13])([F:12])[C:3]1[CH:8]=[CH:7][C:6]([C:15]2[CH:16]=[C:17]([CH:21]=[CH:22][CH:23]=2)[C:18]([OH:20])=[O:19])=[CH:5][CH:4]=1.